Binary Classification. Given a drug SMILES string, predict its activity (active/inactive) in a high-throughput screening assay against a specified biological target. From a dataset of M1 muscarinic receptor agonist screen with 61,833 compounds. The compound is s1c2c(n(CCC(=O)NCCCn3ccnc3)c1=O)cccc2. The result is 0 (inactive).